Dataset: Reaction yield outcomes from USPTO patents with 853,638 reactions. Task: Predict the reaction yield, written as a fraction of the theoretical maximum amount of product (1.0 means a 100% yield; for example, 0.34 means a 34% yield). (1) The reactants are [OH:1][C:2]1[CH:3]=[C:4]([NH:9][S:10]([CH3:13])(=[O:12])=[O:11])[CH:5]=[C:6]([OH:8])[CH:7]=1.C(N(CC)CC)C.[Cl:21][C:22]1[C:27]([C:28](Cl)=[O:29])=[C:26]([Cl:31])[N:25]=[CH:24][N:23]=1. The catalyst is O1CCCC1.ClCCl. The product is [Cl:21][C:22]1[C:27]([C:28]([O:8][C:6]2[CH:5]=[C:4]([NH:9][S:10]([CH3:13])(=[O:12])=[O:11])[CH:3]=[C:2]([OH:1])[CH:7]=2)=[O:29])=[C:26]([Cl:31])[N:25]=[CH:24][N:23]=1. The yield is 0.180. (2) The reactants are [CH3:1][S:2]([C:5]1[CH:6]=[CH:7][C:8]([O:14][CH:15]([CH3:20])[C:16]([F:19])([F:18])[F:17])=[C:9]([CH:13]=1)[C:10]([OH:12])=O)(=[O:4])=[O:3].Cl.[CH2:22]([S:24]([C:27]1[S:31][C:30]([N:32]2[CH2:37][CH2:36][NH:35][CH2:34][CH2:33]2)=[N:29][CH:28]=1)(=[O:26])=[O:25])[CH3:23]. No catalyst specified. The product is [CH2:22]([S:24]([C:27]1[S:31][C:30]([N:32]2[CH2:33][CH2:34][N:35]([C:10]([C:9]3[CH:13]=[C:5]([S:2]([CH3:1])(=[O:3])=[O:4])[CH:6]=[CH:7][C:8]=3[O:14][CH:15]([CH3:20])[C:16]([F:19])([F:18])[F:17])=[O:12])[CH2:36][CH2:37]2)=[N:29][CH:28]=1)(=[O:26])=[O:25])[CH3:23]. The yield is 0.610. (3) The reactants are [Cl:1][C:2]1[N:3]=[C:4](Cl)[C:5]2[C:10]([C:11]3[CH:20]=[CH:19][C:14]4[N:15]=[C:16]([CH3:18])[O:17][C:13]=4[CH:12]=3)=[CH:9][N:8]([CH2:21][O:22][CH2:23][CH2:24][Si:25]([CH3:28])([CH3:27])[CH3:26])[C:6]=2[N:7]=1.[CH3:30][CH:31]([OH:33])[CH3:32].CC(C)([O-])C.[Na+]. The catalyst is O1CCOCC1. The product is [Cl:1][C:2]1[N:3]=[C:4]([O:33][CH:31]([CH3:32])[CH3:30])[C:5]2[C:10]([C:11]3[CH:20]=[CH:19][C:14]4[N:15]=[C:16]([CH3:18])[O:17][C:13]=4[CH:12]=3)=[CH:9][N:8]([CH2:21][O:22][CH2:23][CH2:24][Si:25]([CH3:28])([CH3:27])[CH3:26])[C:6]=2[N:7]=1. The yield is 1.01. (4) The reactants are C([O-])(O)=O.[Na+].C1(C)C=CC=CC=1.C(O)C.[C:16]([C:20]1[N:25]=[C:24](Cl)[C:23]([C:27]([O:29][CH2:30][CH3:31])=[O:28])=[CH:22][N:21]=1)([CH3:19])([CH3:18])[CH3:17].[F:32][C:33]1[CH:34]=[C:35](B(O)O)[CH:36]=[CH:37][CH:38]=1. The catalyst is CCOC(C)=O.O.C1C=CC([P]([Pd]([P](C2C=CC=CC=2)(C2C=CC=CC=2)C2C=CC=CC=2)([P](C2C=CC=CC=2)(C2C=CC=CC=2)C2C=CC=CC=2)[P](C2C=CC=CC=2)(C2C=CC=CC=2)C2C=CC=CC=2)(C2C=CC=CC=2)C2C=CC=CC=2)=CC=1. The product is [C:16]([C:20]1[N:25]=[C:24]([C:37]2[CH:36]=[CH:35][CH:34]=[C:33]([F:32])[CH:38]=2)[C:23]([C:27]([O:29][CH2:30][CH3:31])=[O:28])=[CH:22][N:21]=1)([CH3:19])([CH3:18])[CH3:17]. The yield is 0.720.